Dataset: Catalyst prediction with 721,799 reactions and 888 catalyst types from USPTO. Task: Predict which catalyst facilitates the given reaction. (1) Reactant: [C:1]([N:4]1[C:12]2[C:7](=[CH:8][CH:9]=[C:10]([Cl:13])[CH:11]=2)[CH2:6][C:5]1=[O:14])(=[O:3])[CH3:2].[CH3:15][CH2:16][O:17][C:18](OCC)(OCC)[C:19]1[CH:24]=[CH:23][CH:22]=[CH:21][CH:20]=1. Product: [C:1]([N:4]1[C:12]2[C:7](=[CH:8][CH:9]=[C:10]([Cl:13])[CH:11]=2)[C:6](=[C:18]([O:17][CH2:16][CH3:15])[C:19]2[CH:24]=[CH:23][CH:22]=[CH:21][CH:20]=2)[C:5]1=[O:14])(=[O:3])[CH3:2]. The catalyst class is: 152. (2) Reactant: [Br:1][C:2]1[CH:3]=[C:4]2[C:8](=[CH:9][CH:10]=1)[NH:7][C:6]([C:11]([OH:13])=O)=[CH:5]2.C[CH2:15][N:16]=[C:17]=NCCCN(C)C.Cl.C1C=CC2N(O)N=NC=2C=1.CNC. Product: [CH3:15][N:16]([CH3:17])[C:11]([C:6]1[NH:7][C:8]2[C:4]([CH:5]=1)=[CH:3][C:2]([Br:1])=[CH:10][CH:9]=2)=[O:13]. The catalyst class is: 1.